This data is from TCR-epitope binding with 47,182 pairs between 192 epitopes and 23,139 TCRs. The task is: Binary Classification. Given a T-cell receptor sequence (or CDR3 region) and an epitope sequence, predict whether binding occurs between them. (1) The epitope is HTTDPSFLGRY. The TCR CDR3 sequence is CASSLGQVYQPQHF. Result: 1 (the TCR binds to the epitope). (2) The epitope is KEIDRLNEV. The TCR CDR3 sequence is CASSQNRGLGEQFF. Result: 1 (the TCR binds to the epitope). (3) Result: 1 (the TCR binds to the epitope). The epitope is VTEHDTLLY. The TCR CDR3 sequence is CASSLSGSYEQYF. (4) The epitope is IQYIDIGNY. The TCR CDR3 sequence is CASSQGLSGGRRETQYF. Result: 1 (the TCR binds to the epitope). (5) The epitope is ALSKGVHFV. The TCR CDR3 sequence is CASSEWAGDLNQPQHF. Result: 1 (the TCR binds to the epitope). (6) The epitope is YLQPRTFLL. The TCR CDR3 sequence is CSARDGLAQNTGELFF. Result: 1 (the TCR binds to the epitope).